This data is from Experimentally validated miRNA-target interactions with 360,000+ pairs, plus equal number of negative samples. The task is: Binary Classification. Given a miRNA mature sequence and a target amino acid sequence, predict their likelihood of interaction. (1) The miRNA is hsa-miR-548x-5p with sequence UGCAAAAGUAAUUGCAGUUUUUG. The protein sequence of the target gene is MASGVTVNDEVIKVFNDMKVRKSSTQEEIKKRKKAVLFCLSDDKRQIIVEEAKQILVGDIGDTVEDPYTSFVKLLPLNDCRYALYDATYETKESKKEDLVFIFWAPESAPLKSKMIYASSKDAIKKKFTGIKHEWQVNGLDDIKDRSTLGEKLGGNVVVSLEGKPL. Result: 1 (interaction). (2) The miRNA is cel-miR-784-5p with sequence UGGCACAAUCUGCGUACGUAGA. The protein sequence of the target gene is MKPAMETAAEENTEQSQERKGCFECCIKCLGGVPYASLVATILCFSGVALFCGCGHVALAGTVAILEQHFSTNASDHALLSEVIQLMQYVIYGIASFFFLYGIILLAEGFYTTSAVKELHGEFKTTACGRCISGMFVFLTYVLGVAWLGVFGFSAVPVFMFYNIWSTCEVIKSPQTNGTTGVEQICVDIRQYGIIPWNAFPGKICGSALENICNTNEFYMSYHLFIVACAGAGATVIALLIYMMATTYNYAVLKFKSREDCCTKF. Result: 0 (no interaction). (3) The miRNA is hsa-miR-6511a-3p with sequence CCUCACCAUCCCUUCUGCCUGC. Result: 1 (interaction). The protein sequence of the target gene is MEAPPVTMMPVTGGTINMMEYLLQGSVLDHSLESLIHRLRGLCDNMEPETFLDHEMVFLLKGQQASPFVLRARRSMDRAGAPWHLRYLGQPEMGDKNRHALVRNCVDIATSENLTDFLMEMGFRMDHEFVAKGHLFRKGIMKIMVYKIFRILVPGNTDSTEALSLSYLVELSVVAPAGQDMVSDDMKNFAEQLKPLVHLEKIDPKRLM.